From a dataset of Reaction yield outcomes from USPTO patents with 853,638 reactions. Predict the reaction yield, written as a fraction of the theoretical maximum amount of product (1.0 means a 100% yield; for example, 0.34 means a 34% yield). (1) The catalyst is ClCCl. The product is [F:29][C:26]1[CH:25]=[CH:24][C:23]([CH2:22][NH:21][C:20]([C:8]2[C:9](=[O:19])[C:10]([O:11][CH2:12][C:13]3[CH:18]=[CH:17][CH:16]=[CH:15][CH:14]=3)=[C:5]3[C:3](=[O:2])[N:34]4[C@H:35]([CH3:43])[CH2:36][CH2:37][N:38]([CH2:39][CH:40]([CH3:42])[CH3:41])[C@H:32]4[CH2:31][N:6]3[CH:7]=2)=[O:30])=[CH:28][CH:27]=1. The reactants are C[O:2][C:3]([C:5]1[N:6]([CH2:31][CH:32]=O)[CH:7]=[C:8]([C:20](=[O:30])[NH:21][CH2:22][C:23]2[CH:28]=[CH:27][C:26]([F:29])=[CH:25][CH:24]=2)[C:9](=[O:19])[C:10]=1[O:11][CH2:12][C:13]1[CH:18]=[CH:17][CH:16]=[CH:15][CH:14]=1)=O.[NH2:34][C@H:35]([CH3:43])[CH2:36][CH2:37][NH:38][CH2:39][CH:40]([CH3:42])[CH3:41].C(O)(=O)C. The yield is 0.600. (2) The reactants are [NH2:1][C:2]1[CH:10]=[CH:9][CH:8]=[C:7]([Cl:11])[C:3]=1[C:4]([OH:6])=O.O=S(Cl)Cl.[NH2:16][C:17]1[C:18]([CH3:23])=[CH:19][CH:20]=[CH:21][CH:22]=1.C(Cl)(Cl)Cl. The catalyst is C1C=CC=CC=1. The product is [NH2:1][C:2]1[CH:10]=[CH:9][CH:8]=[C:7]([Cl:11])[C:3]=1[C:4]([NH:16][C:17]1[CH:22]=[CH:21][CH:20]=[CH:19][C:18]=1[CH3:23])=[O:6]. The yield is 0.550. (3) The reactants are [N:1]([C:4]1[CH:9]=[CH:8][N:7]=[CH:6][C:5]=1[S:10]([NH2:13])(=[O:12])=[O:11])=[N+]=[N-].[BH4-].[Na+]. The catalyst is CO. The product is [NH2:1][C:4]1[CH:9]=[CH:8][N:7]=[CH:6][C:5]=1[S:10]([NH2:13])(=[O:12])=[O:11]. The yield is 0.550. (4) The reactants are Br.Br[CH:3]([C:14]1[CH:19]=[CH:18][N:17]=[C:16]([NH:20]C(OC(C)(C)C)=O)[CH:15]=1)[C:4]([C:6]1[CH:11]=[CH:10][C:9]([O:12][CH3:13])=[CH:8][CH:7]=1)=O.C(OC(NC1C=C(CC(C2C=CC(OC)=CC=2)=O)C=CN=1)=O)(C)(C)C.[NH2:53][C:54]([NH2:56])=[S:55].C(N(CC)CC)C. The catalyst is C(#N)C. The product is [NH2:20][C:16]1[CH:15]=[C:14]([C:3]2[S:55][C:54]([NH2:56])=[N:53][C:4]=2[C:6]2[CH:7]=[CH:8][C:9]([O:12][CH3:13])=[CH:10][CH:11]=2)[CH:19]=[CH:18][N:17]=1. The yield is 0.690. (5) The reactants are [Cl:1][C:2]1[CH:7]=[CH:6][C:5]([CH2:8][C:9]([OH:11])=[O:10])=[CH:4][CH:3]=1.[CH2:12](O)[CH3:13]. The catalyst is S(=O)(=O)(O)O. The product is [CH2:12]([O:10][C:9](=[O:11])[CH2:8][C:5]1[CH:4]=[CH:3][C:2]([Cl:1])=[CH:7][CH:6]=1)[CH3:13]. The yield is 0.990. (6) The reactants are [NH2:1][C@@H:2]([CH:4]1[CH2:9][CH2:8][N:7]([C:10]([O:12][C:13]([CH3:16])([CH3:15])[CH3:14])=[O:11])[CH2:6][CH2:5]1)[CH3:3].FC1C(F)=C(F)C(F)=C(F)C=1O[C:21]1[N:26]=[C:25]([C:27]2[C:35]3[C:30](=[N:31][CH:32]=[C:33]([C:36]([F:39])([F:38])[F:37])[CH:34]=3)[N:29]([S:40]([C:43]3[CH:49]=[CH:48][C:46]([CH3:47])=[CH:45][CH:44]=3)(=[O:42])=[O:41])[CH:28]=2)[C:24]([C:50]#[N:51])=[CH:23][N:22]=1. No catalyst specified. The product is [C:50]([C:24]1[C:25]([C:27]2[C:35]3[C:30](=[N:31][CH:32]=[C:33]([C:36]([F:38])([F:37])[F:39])[CH:34]=3)[N:29]([S:40]([C:43]3[CH:49]=[CH:48][C:46]([CH3:47])=[CH:45][CH:44]=3)(=[O:42])=[O:41])[CH:28]=2)=[N:26][C:21]([NH:1][C@@H:2]([CH:4]2[CH2:5][CH2:6][N:7]([C:10]([O:12][C:13]([CH3:15])([CH3:14])[CH3:16])=[O:11])[CH2:8][CH2:9]2)[CH3:3])=[N:22][CH:23]=1)#[N:51]. The yield is 0.650. (7) The reactants are [OH-].[K+].[CH2:3]([O:10][C:11]1[CH:20]=[C:19]([O:21][CH2:22][C:23]2[CH:28]=[CH:27][CH:26]=[CH:25][CH:24]=2)[C:18]([C:29]([CH3:31])=[CH2:30])=[CH:17][C:12]=1[C:13]([O:15]C)=[O:14])[C:4]1[CH:9]=[CH:8][CH:7]=[CH:6][CH:5]=1. The catalyst is CO.O. The product is [CH2:3]([O:10][C:11]1[CH:20]=[C:19]([O:21][CH2:22][C:23]2[CH:28]=[CH:27][CH:26]=[CH:25][CH:24]=2)[C:18]([C:29]([CH3:31])=[CH2:30])=[CH:17][C:12]=1[C:13]([OH:15])=[O:14])[C:4]1[CH:5]=[CH:6][CH:7]=[CH:8][CH:9]=1. The yield is 0.950.